From a dataset of Reaction yield outcomes from USPTO patents with 853,638 reactions. Predict the reaction yield, written as a fraction of the theoretical maximum amount of product (1.0 means a 100% yield; for example, 0.34 means a 34% yield). (1) The reactants are [CH3:1][C:2]1[CH:3]=[C:4]([CH:24]=[CH:25][C:26]=1[OH:27])[NH:5][C:6]1[C:15]2[C:10](=[CH:11][CH:12]=[CH:13][C:14]=2[O:16][CH:17]2[CH2:22][CH2:21][N:20]([CH3:23])[CH2:19][CH2:18]2)[N:9]=[CH:8][N:7]=1.Cl[CH2:29][C:30]1[N:31]=[CH:32][S:33][CH:34]=1. No catalyst specified. The product is [CH3:23][N:20]1[CH2:21][CH2:22][CH:17]([O:16][C:14]2[CH:13]=[CH:12][CH:11]=[C:10]3[C:15]=2[C:6]([NH:5][C:4]2[CH:24]=[CH:25][C:26]([O:27][CH2:29][C:30]4[N:31]=[CH:32][S:33][CH:34]=4)=[C:2]([CH3:1])[CH:3]=2)=[N:7][CH:8]=[N:9]3)[CH2:18][CH2:19]1. The yield is 0.460. (2) The reactants are [CH2:1]([N:8]1[CH:21]=[C:20]([Si](C)(C)C)[C:11]2[C:12]3[CH:18]=[C:17]([CH3:19])[CH:16]=[N:15][C:13]=3[NH:14][C:10]=2[C:9]1=[O:26])[C:2]1[CH:7]=[CH:6][CH:5]=[CH:4][CH:3]=1.[I:27]I. The catalyst is C(O)C.F[B-](F)(F)F.[Ag+]. The product is [CH2:1]([N:8]1[CH:21]=[C:20]([I:27])[C:11]2[C:12]3[CH:18]=[C:17]([CH3:19])[CH:16]=[N:15][C:13]=3[NH:14][C:10]=2[C:9]1=[O:26])[C:2]1[CH:7]=[CH:6][CH:5]=[CH:4][CH:3]=1. The yield is 0.870. (3) The reactants are [CH:1](=[C:8]([C:12](=[O:14])[CH3:13])[C:9](=[O:11])[CH3:10])[C:2]1[CH:7]=[CH:6][CH:5]=[CH:4][CH:3]=1. The catalyst is [Pd].C(OCC)(=O)C. The product is [CH2:1]([CH:8]([C:9](=[O:11])[CH3:10])[C:12](=[O:14])[CH3:13])[C:2]1[CH:7]=[CH:6][CH:5]=[CH:4][CH:3]=1. The yield is 0.990. (4) The reactants are CCCC[N+](CCCC)(CCCC)CCCC.[F-].[OH:19][C:20]1[C:44]([O:45][CH3:46])=[CH:43][C:23]2[C:24](=O)[N:25]3[CH2:41][CH2:40][CH2:39][C@H:26]3[C@H:27](O)[N:28](C(OCC[Si](C)(C)C)=O)[C:22]=2[C:21]=1[O:47][CH3:48].C1C[O:52]CC1. The catalyst is CCOC(C)=O. The product is [CH3:46][O:45][C:44]1[C:20]([OH:19])=[C:21]([O:47][CH3:48])[C:22]2[N:28]=[CH:27][CH:26]3[CH2:39][C:40](=[O:52])[CH2:41][N:25]3[CH2:24][C:23]=2[CH:43]=1. The yield is 0.780.